This data is from Reaction yield outcomes from USPTO patents with 853,638 reactions. The task is: Predict the reaction yield, written as a fraction of the theoretical maximum amount of product (1.0 means a 100% yield; for example, 0.34 means a 34% yield). (1) The reactants are C(OCC)(=O)C.C(N(CC)CC)C.[CH2:14]([O:21][C:22]([NH:24][C@@H:25]([CH2:34][C:35]1[CH:40]=[CH:39][CH:38]=[CH:37][CH:36]=1)[C@H:26]([OH:33])[CH2:27][NH:28][CH2:29][CH:30]([CH3:32])[CH3:31])=[O:23])[C:15]1[CH:20]=[CH:19][CH:18]=[CH:17][CH:16]=1.[N+:41]([C:44]1[CH:49]=[CH:48][C:47]([S:50](Cl)(=[O:52])=[O:51])=[CH:46][CH:45]=1)([O-:43])=[O:42]. The catalyst is O. The product is [CH2:14]([O:21][C:22]([NH:24][C@@H:25]([CH2:34][C:35]1[CH:36]=[CH:37][CH:38]=[CH:39][CH:40]=1)[C@H:26]([OH:33])[CH2:27][N:28]([CH2:29][CH:30]([CH3:32])[CH3:31])[S:50]([C:47]1[CH:46]=[CH:45][C:44]([N+:41]([O-:43])=[O:42])=[CH:49][CH:48]=1)(=[O:51])=[O:52])=[O:23])[C:15]1[CH:16]=[CH:17][CH:18]=[CH:19][CH:20]=1. The yield is 0.730. (2) The reactants are Br[C:2]1[CH:7]=[CH:6][C:5]2[C:8]3[CH2:13][CH2:12][N:11]([C:14]([O:16][C:17]([CH3:20])([CH3:19])[CH3:18])=[O:15])[CH2:10][C:9]=3[S:21][C:4]=2[CH:3]=1.[F:22][C:23]1[CH:24]=[CH:25][C:26]([CH2:29][CH2:30][C:31]2[CH:36]=[CH:35][NH:34][C:33](=[O:37])[CH:32]=2)=[N:27][CH:28]=1. No catalyst specified. The product is [F:22][C:23]1[CH:24]=[CH:25][C:26]([CH2:29][CH2:30][C:31]2[CH:36]=[CH:35][N:34]([C:2]3[CH:7]=[CH:6][C:5]4[C:8]5[CH2:13][CH2:12][N:11]([C:14]([O:16][C:17]([CH3:20])([CH3:19])[CH3:18])=[O:15])[CH2:10][C:9]=5[S:21][C:4]=4[CH:3]=3)[C:33](=[O:37])[CH:32]=2)=[N:27][CH:28]=1. The yield is 0.660. (3) The reactants are [Cl:1][C:2]1[CH:3]=[N+:4]([O-:27])[CH:5]=[C:6]([Cl:26])[C:7]=1[CH2:8][C@@H:9]([C:11]1[CH:16]=[CH:15][C:14]([O:17][CH:18]([F:20])[F:19])=[C:13]([O:21][CH2:22][CH:23]2[CH2:25][CH2:24]2)[CH:12]=1)[OH:10].C(Cl)CCl.[NH2:32][C:33]1[CH:38]=[CH:37][C:36]([S:39]([N:42]2[CH2:46][CH2:45][S:44][CH:43]2[C:47](O)=[O:48])(=[O:41])=[O:40])=[CH:35][CH:34]=1.O. The catalyst is CN(C=O)C.CN(C1C=CN=CC=1)C. The product is [NH2:32][C:33]1[CH:38]=[CH:37][C:36]([S:39]([N:42]2[CH2:46][CH2:45][S:44][CH:43]2[C:47]([O:10][C@H:9]([C:11]2[CH:16]=[CH:15][C:14]([O:17][CH:18]([F:20])[F:19])=[C:13]([O:21][CH2:22][CH:23]3[CH2:25][CH2:24]3)[CH:12]=2)[CH2:8][C:7]2[C:6]([Cl:26])=[CH:5][N+:4]([O-:27])=[CH:3][C:2]=2[Cl:1])=[O:48])(=[O:41])=[O:40])=[CH:35][CH:34]=1. The yield is 0.980. (4) The reactants are [OH:1][C:2]1[CH:11]=[C:10]2[C:5]([CH:6]=[C:7]([C:13](=[S:15])[NH2:14])[C:8](=[O:12])[O:9]2)=[CH:4][CH:3]=1.C([O-])([O-])=O.[K+].[K+].[CH2:22]([O:24][C:25](=[O:31])[CH:26](Cl)[C:27](=O)[CH3:28])[CH3:23].C1(C)C=CC(S([O-])(=O)=O)=CC=1.[NH+]1C=CC=CC=1. The catalyst is CN(C)C=O.O. The product is [CH2:22]([O:24][C:25]([C:26]1[S:15][C:13]([C:7]2[C:8](=[O:12])[O:9][C:10]3[C:5]([CH:6]=2)=[CH:4][CH:3]=[C:2]([OH:1])[CH:11]=3)=[N:14][C:27]=1[CH3:28])=[O:31])[CH3:23]. The yield is 0.147.